From a dataset of Full USPTO retrosynthesis dataset with 1.9M reactions from patents (1976-2016). Predict the reactants needed to synthesize the given product. (1) Given the product [CH2:1]([C:3]1[NH:23][C:6]2[N:7]=[C:8]([S:16][C:17]3[CH:18]=[N:19][CH:20]=[CH:21][CH:22]=3)[N:9]=[C:10]([NH:11][CH2:12][C@@H:13]([OH:15])[CH3:14])[C:5]=2[C:4]=1[CH2:24][OH:25])[CH3:2], predict the reactants needed to synthesize it. The reactants are: [CH2:1]([C:3]1[NH:23][C:6]2[N:7]=[C:8]([S:16][C:17]3[CH:18]=[N:19][CH:20]=[CH:21][CH:22]=3)[N:9]=[C:10]([NH:11][CH2:12][C@@H:13]([OH:15])[CH3:14])[C:5]=2[C:4]=1[CH:24]=[O:25])[CH3:2].[H-].C([Al+]CC(C)C)C(C)C. (2) Given the product [C:1]([C:3]1[C:4]([N:18]2[CH2:23][CH2:22][N:21]([C:25]([NH:24][C:27]3[CH:32]=[CH:31][CH:30]=[C:29]([N+:33]([O-:35])=[O:34])[C:28]=3[CH3:36])=[O:26])[CH2:20][CH2:19]2)=[N:5][C:6]([C:14]([F:15])([F:17])[F:16])=[C:7]([CH:13]=1)[C:8]([O:10][CH2:11][CH3:12])=[O:9])#[N:2], predict the reactants needed to synthesize it. The reactants are: [C:1]([C:3]1[C:4]([N:18]2[CH2:23][CH2:22][NH:21][CH2:20][CH2:19]2)=[N:5][C:6]([C:14]([F:17])([F:16])[F:15])=[C:7]([CH:13]=1)[C:8]([O:10][CH2:11][CH3:12])=[O:9])#[N:2].[N:24]([C:27]1[CH:32]=[CH:31][CH:30]=[C:29]([N+:33]([O-:35])=[O:34])[C:28]=1[CH3:36])=[C:25]=[O:26].